From a dataset of Full USPTO retrosynthesis dataset with 1.9M reactions from patents (1976-2016). Predict the reactants needed to synthesize the given product. (1) The reactants are: [Cl:1][C:2]1[CH:33]=[CH:32][C:5]([CH2:6][N:7]2[C:15]3[C:10](=[CH:11][C:12](/[CH:16]=[C:17]4/[C:18](=[O:30])[N:19]([C@@H:23]5[CH2:28][CH2:27][NH:26][CH2:25][C@H:24]5[F:29])[C:20](=[O:22])[S:21]/4)=[CH:13][CH:14]=3)[C:9]([CH3:31])=[N:8]2)=[C:4]([C:34]([F:37])([F:36])[F:35])[CH:3]=1.[CH:38](=O)[CH3:39]. Given the product [Cl:1][C:2]1[CH:33]=[CH:32][C:5]([CH2:6][N:7]2[C:15]3[C:10](=[CH:11][C:12](/[CH:16]=[C:17]4/[C:18](=[O:30])[N:19]([C@@H:23]5[CH2:28][CH2:27][N:26]([CH2:38][CH3:39])[CH2:25][C@H:24]5[F:29])[C:20](=[O:22])[S:21]/4)=[CH:13][CH:14]=3)[C:9]([CH3:31])=[N:8]2)=[C:4]([C:34]([F:37])([F:36])[F:35])[CH:3]=1, predict the reactants needed to synthesize it. (2) Given the product [CH2:20]([NH:19][C:17]([N:14]1[CH2:15][CH2:16][CH:11]([S:10][C:7]2[CH:6]=[CH:5][C:4]([CH2:3][CH2:2][NH:1][CH2:54][C@H:52]([OH:53])[CH2:51][O:50][C:47]3[CH:48]=[CH:49][C:44]([OH:43])=[CH:45][CH:46]=3)=[CH:9][CH:8]=2)[CH2:12][CH2:13]1)=[O:18])[CH2:21][CH2:22][CH2:23][CH2:24][CH3:25], predict the reactants needed to synthesize it. The reactants are: [NH2:1][CH2:2][CH2:3][C:4]1[CH:9]=[CH:8][C:7]([S:10][CH:11]2[CH2:16][CH2:15][N:14]([C:17]([NH:19][CH2:20][CH2:21][CH2:22][CH2:23][CH2:24][CH3:25])=[O:18])[CH2:13][CH2:12]2)=[CH:6][CH:5]=1.C([Si]([O:43][C:44]1[CH:49]=[CH:48][C:47]([O:50][CH2:51][CH:52]2[CH2:54][O:53]2)=[CH:46][CH:45]=1)(C1C=CC=CC=1)C1C=CC=CC=1)(C)(C)C. (3) Given the product [C:1]([O:5][C:6]([N:8]1[CH2:12][C@@H:11]([N:13]2[CH2:14][CH2:15][CH:16]([C:19]3[O:20][C:21]4[CH:27]=[CH:26][C:25]([C:28]([OH:30])=[O:29])=[CH:24][C:22]=4[N:23]=3)[CH2:17][CH2:18]2)[CH2:10][C@H:9]1[C:33]([N:35]1[CH2:39][CH2:38][S:37][CH2:36]1)=[O:34])=[O:7])([CH3:4])([CH3:2])[CH3:3], predict the reactants needed to synthesize it. The reactants are: [C:1]([O:5][C:6]([N:8]1[CH2:12][C@@H:11]([N:13]2[CH2:18][CH2:17][CH:16]([C:19]3[O:20][C:21]4[CH:27]=[CH:26][C:25]([C:28]([O:30]CC)=[O:29])=[CH:24][C:22]=4[N:23]=3)[CH2:15][CH2:14]2)[CH2:10][C@H:9]1[C:33]([N:35]1[CH2:39][CH2:38][S:37][CH2:36]1)=[O:34])=[O:7])([CH3:4])([CH3:3])[CH3:2].C(OC(C1C=CC2OC(C3CCN([C@@H]4CN[C@H](C(N5CCSC5)=O)C4)CC3)=NC=2C=1)=O)C.O.[OH-].[Li+]. (4) Given the product [CH:25]1([C@H:23]([NH:22][C:8]2[N:7]=[C:6]([C:29]#[N:30])[N:5]=[C:4]3[C:9]=2[N:10]([CH2:11][C:12]2[CH:13]=[CH:14][C:15]([C:18]([F:19])([F:21])[F:20])=[CH:16][CH:17]=2)[C:2]([C:37]2[CH:36]=[CH:35][CH:34]=[C:33]([O:32][CH3:31])[CH:38]=2)=[N:3]3)[CH3:24])[CH2:28][CH2:27][CH2:26]1, predict the reactants needed to synthesize it. The reactants are: Br[C:2]1[N:10]([CH2:11][C:12]2[CH:17]=[CH:16][C:15]([C:18]([F:21])([F:20])[F:19])=[CH:14][CH:13]=2)[C:9]2[C:4](=[N:5][C:6]([C:29]#[N:30])=[N:7][C:8]=2[NH:22][C@@H:23]([CH:25]2[CH2:28][CH2:27][CH2:26]2)[CH3:24])[N:3]=1.[CH3:31][O:32][C:33]1[CH:34]=[C:35](B(O)O)[CH:36]=[CH:37][CH:38]=1.C(=O)([O-])[O-].[Na+].[Na+]. (5) Given the product [CH2:1]([O:3][C:4]1[NH:8][N:7]=[C:6]([C:9]([NH:18][CH3:17])=[O:11])[CH:5]=1)[CH3:2], predict the reactants needed to synthesize it. The reactants are: [CH2:1]([O:3][C:4]1[NH:8][N:7]=[C:6]([C:9]([O:11]CC)=O)[CH:5]=1)[CH3:2].C([C:17]1C=C(C(NC)=O)N[N:18]=1)(C)C. (6) Given the product [CH:32]1([N:27]([CH2:28][CH:29]([CH3:31])[CH3:30])[C:26]2[CH:38]=[CH:39][C:23]([B:13]3[O:14][CH2:15][C:16]([CH3:19])([CH3:20])[CH2:17][O:18]3)=[CH:24][C:25]=2[N+:40]([O-:42])=[O:41])[CH2:33][CH2:34][CH2:35][CH2:36][CH2:37]1, predict the reactants needed to synthesize it. The reactants are: C([O-])(=O)C.[K+].CC1(C)OCB([B:13]2[O:18][CH2:17][C:16]([CH3:20])([CH3:19])[CH2:15][O:14]2)CO1.Br[C:23]1[CH:39]=[CH:38][C:26]([N:27]([CH:32]2[CH2:37][CH2:36][CH2:35][CH2:34][CH2:33]2)[CH2:28][CH:29]([CH3:31])[CH3:30])=[C:25]([N+:40]([O-:42])=[O:41])[CH:24]=1. (7) The reactants are: [C:1]([C:5]1[CH:17]=[CH:16][C:8]([O:9][CH2:10][C:11]([O:13][CH2:14][CH3:15])=[O:12])=[CH:7][CH:6]=1)(=O)[CH2:2][CH3:3].Cl.[NH2:19][OH:20].C([O-])(=O)C.[Na+]. Given the product [OH:20][N:19]=[C:1]([C:5]1[CH:17]=[CH:16][C:8]([O:9][CH2:10][C:11]([O:13][CH2:14][CH3:15])=[O:12])=[CH:7][CH:6]=1)[CH2:2][CH3:3], predict the reactants needed to synthesize it.